Dataset: Cav3 T-type calcium channel HTS with 100,875 compounds. Task: Binary Classification. Given a drug SMILES string, predict its activity (active/inactive) in a high-throughput screening assay against a specified biological target. (1) The molecule is S1C(c2c(n([nH]c2C)c2ccccc2)=NC(=O)C1)c1cc(OC)c(OC)c(OC)c1. The result is 0 (inactive). (2) The compound is O(C(=O)C(NC(=O)c1c(OC)cccc1)Cc1ccc(O)cc1)C. The result is 0 (inactive). (3) The compound is O=C(N1CCCCC1)c1c(nn(c1)c1ccccc1)c1cccnc1. The result is 0 (inactive).